From a dataset of Reaction yield outcomes from USPTO patents with 853,638 reactions. Predict the reaction yield, written as a fraction of the theoretical maximum amount of product (1.0 means a 100% yield; for example, 0.34 means a 34% yield). (1) The reactants are [ClH:1].C(OC([N:9]1[CH2:14][CH2:13][C:12]2[CH:15]=[C:16]([N:18]3[CH2:22][CH2:21][N:20]([C:23]4[CH:24]=[N:25][CH:26]=[CH:27][C:28]=4[CH3:29])[C:19]3=[O:30])[S:17][C:11]=2[CH2:10]1)=O)(C)(C)C. The catalyst is CO.C(Cl)Cl. The product is [ClH:1].[CH3:29][C:28]1[CH:27]=[CH:26][N:25]=[CH:24][C:23]=1[N:20]1[CH2:21][CH2:22][N:18]([C:16]2[S:17][C:11]3[CH2:10][NH:9][CH2:14][CH2:13][C:12]=3[CH:15]=2)[C:19]1=[O:30]. The yield is 0.610. (2) The reactants are [OH:1][C:2]1[CH:3]=[C:4]2[C:8](=[CH:9][CH:10]=1)[N:7]([C:11]1[CH:16]=[CH:15][CH:14]=[C:13]([I:17])[CH:12]=1)[N:6]=[C:5]2[C:18]([NH2:20])=[O:19].C(=O)([O-])[O-].[K+].[K+].[Br:27][CH2:28][CH2:29]Br. The catalyst is C(OCC)(=O)C. The product is [Br:27][CH2:28][CH2:29][O:1][C:2]1[CH:3]=[C:4]2[C:8](=[CH:9][CH:10]=1)[N:7]([C:11]1[CH:16]=[CH:15][CH:14]=[C:13]([I:17])[CH:12]=1)[N:6]=[C:5]2[C:18]([NH2:20])=[O:19]. The yield is 0.390. (3) The reactants are [Cl:1][C:2]1[CH:15]=[CH:14][C:5]([NH:6]C(OC(C)(C)C)=O)=[CH:4][CH:3]=1.[F:16][C:17]1[CH:25]=[C:24]([F:26])[CH:23]=[CH:22][C:18]=1[C:19](Cl)=[O:20]. No catalyst specified. The product is [NH2:6][C:5]1[CH:4]=[CH:3][C:2]([Cl:1])=[CH:15][C:14]=1[C:19]([C:18]1[CH:22]=[CH:23][C:24]([F:26])=[CH:25][C:17]=1[F:16])=[O:20]. The yield is 0.200. (4) The reactants are Cl[C:2]1[N:7]=[N:6][C:5]([NH2:8])=[C:4]([CH3:9])[C:3]=1[CH3:10].[CH3:11][O-:12].[Na+]. The catalyst is CO. The product is [CH3:11][O:12][C:2]1[N:7]=[N:6][C:5]([NH2:8])=[C:4]([CH3:9])[C:3]=1[CH3:10]. The yield is 0.490.